This data is from Full USPTO retrosynthesis dataset with 1.9M reactions from patents (1976-2016). The task is: Predict the reactants needed to synthesize the given product. (1) Given the product [Cl:21][C:8]1[C:7]2[C:12](=[C:3]([O:2][CH3:1])[CH:4]=[C:5]([N+:16]([O-:18])=[O:17])[CH:6]=2)[N:11]=[CH:10][C:9]=1[C:13]#[N:14], predict the reactants needed to synthesize it. The reactants are: [CH3:1][O:2][C:3]1[CH:4]=[C:5]([N+:16]([O-:18])=[O:17])[CH:6]=[C:7]2[C:12]=1[NH:11][CH:10]=[C:9]([C:13]#[N:14])[C:8]2=O.O=P(Cl)(Cl)[Cl:21]. (2) The reactants are: [CH2:1]1[CH2:5]OC[CH2:2]1.[Si]([O:13][CH:14]1[CH2:23][C:22]([F:25])([F:24])[C:21]2[C:16](=[CH:17][CH:18]=[C:19]([F:26])[CH:20]=2)[C:15]1=[O:27])(C(C)(C)C)(C)C.F. Given the product [F:25][C:22]1([F:24])[C:21]2[C:16](=[CH:17][CH:18]=[C:19]([F:26])[CH:20]=2)[C:15]([CH:1]([CH3:5])[CH3:2])([OH:27])[CH:14]([OH:13])[CH2:23]1, predict the reactants needed to synthesize it. (3) Given the product [Br:8][C:9]1[CH:20]=[N:19][C:12]2[NH:13][CH2:14][CH2:15][CH2:16][N:17]([C:26]([O:25][C:22]([CH3:24])([CH3:23])[CH3:21])=[O:27])[CH2:18][C:11]=2[CH:10]=1, predict the reactants needed to synthesize it. The reactants are: CCN(CC)CC.[Br:8][C:9]1[CH:20]=[N:19][C:12]2[NH:13][CH2:14][CH2:15][CH2:16][NH:17][CH2:18][C:11]=2[CH:10]=1.[CH3:21][C:22]([O:25][C:26](O[C:26]([O:25][C:22]([CH3:24])([CH3:23])[CH3:21])=[O:27])=[O:27])([CH3:24])[CH3:23]. (4) Given the product [CH3:1][S:2]([C:5]1[CH:6]=[CH:7][C:8]([NH:11][C:12]2[N:17]=[C:16]([CH2:18][CH2:19][C:20]3[CH:25]=[CH:24][CH:23]=[CH:22][C:21]=3[N:26]([CH3:31])[S:27]([CH3:30])(=[O:28])=[O:29])[CH:15]=[CH:14][N:13]=2)=[CH:9][CH:10]=1)(=[O:3])=[O:4], predict the reactants needed to synthesize it. The reactants are: [CH3:1][S:2]([C:5]1[CH:10]=[CH:9][C:8]([NH:11][C:12]2[N:17]=[C:16]([C:18]#[C:19][C:20]3[CH:25]=[CH:24][CH:23]=[CH:22][C:21]=3[N:26]([CH3:31])[S:27]([CH3:30])(=[O:29])=[O:28])[CH:15]=[CH:14][N:13]=2)=[CH:7][CH:6]=1)(=[O:4])=[O:3].[H][H]. (5) Given the product [CH3:11][N:10]([CH3:12])[C:8]1[CH:7]=[CH:6][C:3]([CH:4]=[O:5])=[C:2]([CH:13]=[CH2:14])[CH:9]=1, predict the reactants needed to synthesize it. The reactants are: Cl[C:2]1[CH:9]=[C:8]([N:10]([CH3:12])[CH3:11])[CH:7]=[CH:6][C:3]=1[CH:4]=[O:5].[CH:13]([B-](F)(F)F)=[CH2:14].[K+].C([O-])([O-])=O.[K+].[K+].O1CCOCC1. (6) Given the product [CH3:1][O:2][C:3]1[CH:4]=[C:5]([CH:29]=[CH:30][C:31]=1[O:32][CH3:33])[O:6][C@@H:7]([C:23]1[CH:24]=[CH:25][CH:26]=[CH:27][CH:28]=1)[CH2:8][CH2:9][N:10]1[CH2:11][CH2:12][CH:13]([C:16]2[CH:22]=[CH:21][C:19]([NH:20][C:34](=[O:38])[CH:35]([CH3:37])[CH3:36])=[CH:18][CH:17]=2)[CH2:14][CH2:15]1, predict the reactants needed to synthesize it. The reactants are: [CH3:1][O:2][C:3]1[CH:4]=[C:5]([CH:29]=[CH:30][C:31]=1[O:32][CH3:33])[O:6][C@@H:7]([C:23]1[CH:28]=[CH:27][CH:26]=[CH:25][CH:24]=1)[CH2:8][CH2:9][N:10]1[CH2:15][CH2:14][CH:13]([C:16]2[CH:22]=[CH:21][C:19]([NH2:20])=[CH:18][CH:17]=2)[CH2:12][CH2:11]1.[C:34](Cl)(=[O:38])[CH:35]([CH3:37])[CH3:36].C(N(CC)C(C)C)(C)C. (7) Given the product [Br:1][C:2]1[C:10]([Cl:11])=[CH:9][CH:8]=[CH:7][C:3]=1[NH2:14], predict the reactants needed to synthesize it. The reactants are: [Br:1][C:2]1[C:10]([Cl:11])=[CH:9][CH:8]=[CH:7][C:3]=1C(O)=O.C([N:14](CC)CC)C.C1(P(N=[N+]=[N-])(C2C=CC=CC=2)=O)C=CC=CC=1.C(O)(C)(C)C. (8) Given the product [CH3:27][O:26][C:20]1[CH:21]=[CH:22][C:23]2[CH:24]([CH3:1])[CH:16]3[CH2:15][NH:14][CH2:28][CH:17]3[C:18]=2[CH:19]=1, predict the reactants needed to synthesize it. The reactants are: [CH3:1]C(C)([O-])C.[K+].C([N:14]1[CH2:28][CH:17]2[C:18]3[CH:19]=[C:20]([O:26][CH3:27])[CH:21]=[CH:22][C:23]=3[C:24](=O)[CH:16]2[CH2:15]1)C1C=CC=CC=1. (9) Given the product [Cl:1][C:2]1[CH:3]=[C:4]([NH:8][C:9]2[C:10]3=[N:11][CH:12]=[CH:13][CH:14]=[C:15]3[O:18][N:17]=2)[CH:5]=[CH:6][CH:7]=1, predict the reactants needed to synthesize it. The reactants are: [Cl:1][C:2]1[CH:3]=[C:4]([NH:8][C:9](=[N:17][OH:18])[C:10]2[C:15](F)=[CH:14][CH:13]=[CH:12][N:11]=2)[CH:5]=[CH:6][CH:7]=1.[H-].[Na+]. (10) Given the product [Cl:1][C:2]1[CH:3]=[C:4]([C:17]#[CH:18])[CH:5]=[C:6]2[C:10]=1[C:9](=[O:11])[N:8]([C@H:12]([CH:14]1[CH2:16][CH2:15]1)[CH3:13])[CH2:7]2, predict the reactants needed to synthesize it. The reactants are: [Cl:1][C:2]1[CH:3]=[C:4]([C:17]#[C:18][Si](C)(C)C)[CH:5]=[C:6]2[C:10]=1[C:9](=[O:11])[N:8]([C@H:12]([CH:14]1[CH2:16][CH2:15]1)[CH3:13])[CH2:7]2.[OH-].[K+].